From a dataset of Orexin1 receptor HTS with 218,158 compounds and 233 confirmed actives. Binary Classification. Given a drug SMILES string, predict its activity (active/inactive) in a high-throughput screening assay against a specified biological target. The drug is Fc1cc(NC(=O)CN(C(=O)c2c(OCc3c(onc3C)C)cccc2)C)ccc1. The result is 0 (inactive).